From a dataset of NCI-60 drug combinations with 297,098 pairs across 59 cell lines. Regression. Given two drug SMILES strings and cell line genomic features, predict the synergy score measuring deviation from expected non-interaction effect. (1) Drug 1: C1=CC(=CC=C1CCCC(=O)O)N(CCCl)CCCl. Drug 2: CC1=C2C(C(=O)C3(C(CC4C(C3C(C(C2(C)C)(CC1OC(=O)C(C(C5=CC=CC=C5)NC(=O)OC(C)(C)C)O)O)OC(=O)C6=CC=CC=C6)(CO4)OC(=O)C)O)C)O. Cell line: NCI-H226. Synergy scores: CSS=29.5, Synergy_ZIP=-11.4, Synergy_Bliss=-4.60, Synergy_Loewe=-7.83, Synergy_HSA=-2.77. (2) Drug 1: C1CC(=O)NC(=O)C1N2CC3=C(C2=O)C=CC=C3N. Drug 2: C1CC(C1)(C(=O)O)C(=O)O.[NH2-].[NH2-].[Pt+2]. Cell line: RPMI-8226. Synergy scores: CSS=45.5, Synergy_ZIP=-5.20, Synergy_Bliss=-3.31, Synergy_Loewe=-2.16, Synergy_HSA=1.89. (3) Drug 1: C1=NC2=C(N=C(N=C2N1C3C(C(C(O3)CO)O)O)F)N. Drug 2: CC1CCCC2(C(O2)CC(NC(=O)CC(C(C(=O)C(C1O)C)(C)C)O)C(=CC3=CSC(=N3)C)C)C. Cell line: A549. Synergy scores: CSS=37.7, Synergy_ZIP=-1.99, Synergy_Bliss=-8.56, Synergy_Loewe=-31.8, Synergy_HSA=-7.53. (4) Drug 2: C1C(C(OC1N2C=NC3=C2NC=NCC3O)CO)O. Cell line: K-562. Drug 1: CC1C(C(CC(O1)OC2CC(CC3=C2C(=C4C(=C3O)C(=O)C5=C(C4=O)C(=CC=C5)OC)O)(C(=O)CO)O)N)O.Cl. Synergy scores: CSS=2.21, Synergy_ZIP=3.04, Synergy_Bliss=6.02, Synergy_Loewe=4.66, Synergy_HSA=3.05. (5) Drug 1: C1CC(=O)NC(=O)C1N2CC3=C(C2=O)C=CC=C3N. Drug 2: C1=CC(=CC=C1CC(C(=O)O)N)N(CCCl)CCCl.Cl. Cell line: DU-145. Synergy scores: CSS=9.81, Synergy_ZIP=-1.74, Synergy_Bliss=5.72, Synergy_Loewe=3.65, Synergy_HSA=4.17.